From a dataset of Reaction yield outcomes from USPTO patents with 853,638 reactions. Predict the reaction yield, written as a fraction of the theoretical maximum amount of product (1.0 means a 100% yield; for example, 0.34 means a 34% yield). The catalyst is ClCCl. The reactants are Cl.[CH2:2]1[C:5]2([CH2:9][CH2:8][CH2:7][O:6]2)[CH2:4][NH:3]1.[CH3:10][C:11]1[CH:18]=[C:17]([O:19][CH:20]2[CH2:23][N:22]([C:24]([C:26]3[O:27][C:28]([C:31]4[CH:36]=[CH:35][CH:34]=[CH:33][CH:32]=4)=[N:29][N:30]=3)=[O:25])[CH2:21]2)[CH:16]=[CH:15][C:12]=1[CH:13]=O.[Na].C([O-])(O)=O.[Na+]. The yield is 0.680. The product is [CH2:4]1[C:5]2([CH2:9][CH2:8][CH2:7][O:6]2)[CH2:2][N:3]1[CH2:13][C:12]1[CH:15]=[CH:16][C:17]([O:19][CH:20]2[CH2:23][N:22]([C:24]([C:26]3[O:27][C:28]([C:31]4[CH:36]=[CH:35][CH:34]=[CH:33][CH:32]=4)=[N:29][N:30]=3)=[O:25])[CH2:21]2)=[CH:18][C:11]=1[CH3:10].